From a dataset of Forward reaction prediction with 1.9M reactions from USPTO patents (1976-2016). Predict the product of the given reaction. (1) The product is: [Br:1][C:2]1[CH:3]=[C:4]([C:11]([O:13][CH2:14][CH3:15])=[O:12])[C:5]2[CH:10]=[N:9][N:8]([CH:23]3[CH2:26][CH2:25][CH2:24]3)[C:6]=2[N:7]=1. Given the reactants [Br:1][C:2]1[CH:3]=[C:4]([C:11]([O:13][CH2:14][CH3:15])=[O:12])[C:5]2[CH:10]=[N:9][NH:8][C:6]=2[N:7]=1.C([O-])([O-])=O.[K+].[K+].Br[CH:23]1[CH2:26][CH2:25][CH2:24]1, predict the reaction product. (2) Given the reactants C(N(C(C)C)CC)(C)C.Cl.Cl.[F:12][C:13]1[CH:14]=[CH:15][C:16]([CH2:19][NH2:20])=[N:17][CH:18]=1.Cl[C:22]1[C:27]([N+:28]([O-:30])=[O:29])=[CH:26][N:25]=[C:24]([C:31]2[N:35]3[CH:36]=[C:37]([F:40])[CH:38]=[CH:39][C:34]3=[N:33][CH:32]=2)[N:23]=1, predict the reaction product. The product is: [F:40][C:37]1[CH:38]=[CH:39][C:34]2[N:35]([C:31]([C:24]3[N:25]=[C:26]([NH:20][CH2:19][C:16]4[CH:15]=[CH:14][C:13]([F:12])=[CH:18][N:17]=4)[C:27]([N+:28]([O-:30])=[O:29])=[CH:22][N:23]=3)=[CH:32][N:33]=2)[CH:36]=1.